Regression. Given a peptide amino acid sequence and an MHC pseudo amino acid sequence, predict their binding affinity value. This is MHC class II binding data. From a dataset of Peptide-MHC class II binding affinity with 134,281 pairs from IEDB. (1) The peptide sequence is IAIAFLSVSNNYEYI. The MHC is DRB4_0101 with pseudo-sequence DRB4_0103. The binding affinity (normalized) is 0.741. (2) The peptide sequence is NIVNMLHGVRDGLVR. The MHC is HLA-DQA10301-DQB10302 with pseudo-sequence HLA-DQA10301-DQB10302. The binding affinity (normalized) is 0.0469. (3) The peptide sequence is AAATAGTTVYGAFAA. The MHC is HLA-DQA10501-DQB10201 with pseudo-sequence HLA-DQA10501-DQB10201. The binding affinity (normalized) is 0.447. (4) The peptide sequence is ALSRVHSMFLGTGGS. The MHC is HLA-DQA10501-DQB10201 with pseudo-sequence HLA-DQA10501-DQB10201. The binding affinity (normalized) is 0.193. (5) The peptide sequence is RMLEPTRVVNWEVII. The MHC is HLA-DQA10201-DQB10301 with pseudo-sequence HLA-DQA10201-DQB10301. The binding affinity (normalized) is 0.377.